Dataset: Full USPTO retrosynthesis dataset with 1.9M reactions from patents (1976-2016). Task: Predict the reactants needed to synthesize the given product. (1) Given the product [O:20]1[CH:24]=[CH:23][CH:22]=[C:21]1[CH2:25][N:26]([CH3:27])[S:16]([C:14]1[S:15][C:11]([C:5]2[CH:4]=[C:3]([CH2:1][CH3:2])[C:8](=[O:9])[NH:7][C:6]=2[CH3:10])=[CH:12][CH:13]=1)(=[O:18])=[O:17], predict the reactants needed to synthesize it. The reactants are: [CH2:1]([C:3]1[C:8](=[O:9])[NH:7][C:6]([CH3:10])=[C:5]([C:11]2[S:15][C:14]([S:16](Cl)(=[O:18])=[O:17])=[CH:13][CH:12]=2)[CH:4]=1)[CH3:2].[O:20]1[CH:24]=[CH:23][CH:22]=[C:21]1[CH2:25][NH:26][CH3:27]. (2) Given the product [OH:8][C@H:9]([C@H:17]([OH:42])[CH:18]=[CH:19][C:20]1[CH:25]=[CH:24][CH:23]=[CH:22][C:21]=1[CH:26]=[CH:27][C@H:28]([OH:34])[CH2:29][CH2:30][CH2:31][CH2:32][CH3:33])[CH2:10][CH2:11][CH2:12][C:13]([O:15][CH3:16])=[O:14], predict the reactants needed to synthesize it. The reactants are: [Si]([O:8][C@H:9]([C@H:17]([O:42][Si](C(C)(C)C)(C)C)[CH:18]=[CH:19][C:20]1[CH:25]=[CH:24][CH:23]=[CH:22][C:21]=1[CH:26]=[CH:27][C@H:28]([O:34][Si](C(C)(C)C)(C)C)[CH2:29][CH2:30][CH2:31][CH2:32][CH3:33])[CH2:10][CH2:11][CH2:12][C:13]([O:15][CH3:16])=[O:14])(C(C)(C)C)(C)C.[F-].C([N+](CCCC)(CCCC)CCCC)CCC. (3) Given the product [CH2:14]([O:13][C:4]1[CH:5]=[CH:6][C:7]2[C:12](=[CH:11][CH:10]=[CH:9][CH:8]=2)[C:3]=1[CH2:2][Cl:1])[C:16]1[CH:22]=[CH:23][CH:18]=[CH:19][CH:20]=1, predict the reactants needed to synthesize it. The reactants are: [Cl:1][CH2:2][C:3]1[C:12]2[C:7](=[CH:8][CH:9]=[CH:10][CH:11]=2)[CH:6]=[CH:5][C:4]=1[O:13][CH:14]([CH3:16])C.C(O[C:18]1[CH:23]=[CH:22][C:22]2[C:20](=[CH:20][CH:19]=[CH:18][CH:23]=2)[C:19]=1C=O)[C:18]1[CH:23]=[CH:22]C=[CH:20][CH:19]=1. (4) Given the product [CH:36]1([C:39]2[C:40]([O:49][CH2:50][CH:51]3[CH2:56][CH2:55][N:54]([S:57]([C:60]4[CH:61]=[CH:62][C:63]([O:66][C:67]([F:70])([F:69])[F:68])=[CH:64][CH:65]=4)(=[O:59])=[O:58])[CH2:53][CH2:52]3)=[CH:41][C:42]([F:48])=[C:43]([CH:47]=2)[C:44]([NH:54][S:57]([CH3:60])(=[O:59])=[O:58])=[O:45])[CH2:37][CH2:38]1, predict the reactants needed to synthesize it. The reactants are: ClC1C(F)=C(C=C(C(F)(F)F)C=1)CN1CCC(COC2C(C3CC3)=CC(C(O)=O)=C(F)C=2)(F)CC1.[CH:36]1([C:39]2[C:40]([O:49][CH2:50][CH:51]3[CH2:56][CH2:55][N:54]([S:57]([C:60]4[CH:65]=[CH:64][C:63]([O:66][C:67]([F:70])([F:69])[F:68])=[CH:62][CH:61]=4)(=[O:59])=[O:58])[CH2:53][CH2:52]3)=[CH:41][C:42]([F:48])=[C:43]([CH:47]=2)[C:44](O)=[O:45])[CH2:38][CH2:37]1.